Dataset: Full USPTO retrosynthesis dataset with 1.9M reactions from patents (1976-2016). Task: Predict the reactants needed to synthesize the given product. Given the product [CH2:16]([O:13][C:5]1[C:4]([CH2:1][CH:2]=[CH2:3])=[CH:9][CH:8]=[CH:7][C:6]=1[CH2:10][CH:11]=[CH2:12])[C:17]1[CH:22]=[CH:21][CH:20]=[CH:19][CH:18]=1, predict the reactants needed to synthesize it. The reactants are: [CH2:1]([C:4]1[CH:9]=[CH:8][CH:7]=[C:6]([CH2:10][CH:11]=[CH2:12])[C:5]=1[OH:13])[CH:2]=[CH2:3].[OH-].[Na+].[CH2:16](Cl)[C:17]1[CH:22]=[CH:21][CH:20]=[CH:19][CH:18]=1.